This data is from Forward reaction prediction with 1.9M reactions from USPTO patents (1976-2016). The task is: Predict the product of the given reaction. (1) Given the reactants [S:1]1[CH:5]=[CH:4][CH:3]=[C:2]1[CH2:6][NH:7][C:8]([C:10]1[N:11]=[C:12]2[C:17]([C:18]([F:21])([F:20])[F:19])=[CH:16][C:15]([C:22]#[N:23])=[CH:14][N:13]2[C:24]=1[Cl:25])=[O:9].[NH2:26][OH:27], predict the reaction product. The product is: [S:1]1[CH:5]=[CH:4][CH:3]=[C:2]1[CH2:6][NH:7][C:8]([C:10]1[N:11]=[C:12]2[C:17]([C:18]([F:19])([F:20])[F:21])=[CH:16][C:15]([C:22](=[NH:23])[NH:26][OH:27])=[CH:14][N:13]2[C:24]=1[Cl:25])=[O:9]. (2) Given the reactants [CH3:1][O:2][C:3]1[CH:40]=[CH:39][C:6]([CH2:7][N:8]([CH2:30][C:31]2[CH:36]=[CH:35][C:34]([O:37][CH3:38])=[CH:33][CH:32]=2)[C:9]2[N:14]=[CH:13][C:12]([C:15]3[C:16]4[CH2:29][CH2:28][NH:27][C:17]=4[N:18]=[C:19]([N:21]4[CH2:26][CH2:25][O:24][CH2:23][CH2:22]4)[N:20]=3)=[CH:11][N:10]=2)=[CH:5][CH:4]=1.Br[C:42]1[CH:43]=[CH:44][C:45]([C:48]([N:50]2[CH2:55][CH2:54][N:53]([CH2:56][CH3:57])[CH2:52][CH2:51]2)=[O:49])=[N:46][CH:47]=1.COC(=O)C1C=CC(Br)=CC=1, predict the reaction product. The product is: [CH3:38][O:37][C:34]1[CH:33]=[CH:32][C:31]([CH2:30][N:8]([CH2:7][C:6]2[CH:5]=[CH:4][C:3]([O:2][CH3:1])=[CH:40][CH:39]=2)[C:9]2[N:10]=[CH:11][C:12]([C:15]3[C:16]4[CH2:29][CH2:28][N:27]([C:42]5[CH:43]=[CH:44][C:45]([C:48]([N:50]6[CH2:51][CH2:52][N:53]([CH2:56][CH3:57])[CH2:54][CH2:55]6)=[O:49])=[N:46][CH:47]=5)[C:17]=4[N:18]=[C:19]([N:21]4[CH2:26][CH2:25][O:24][CH2:23][CH2:22]4)[N:20]=3)=[CH:13][N:14]=2)=[CH:36][CH:35]=1. (3) Given the reactants C1(=O)O[C@H]([C@@H](CO)O)[C@H](O)[C@H]1O.Br[C@H:14]1[C@@H:19]([OH:20])[C@@H:18]([C@@H:21]([CH2:23][Br:24])[OH:22])[O:17][C:15]1=[O:16].NN.BrBr, predict the reaction product. The product is: [Br:24][CH2:23][C@@H:21]([OH:22])[C@H:18]1[O:17][C:15](=[O:16])[CH2:14][C@H:19]1[OH:20]. (4) Given the reactants ClC1N=CC2N=C(C)N(C3C=CC(O)=CC=3OC)C(=O)C=2C=1.[Cl:23][C:24]1[N:54]=[CH:53][C:27]2[N:28]=[C:29]([CH3:52])[N:30]([C:33]3[CH:38]=[CH:37][C:36]([O:39][CH2:40][CH2:41][CH2:42][N:43]4[CH2:48][CH2:47][CH2:46][C@H:45]([CH3:49])[CH2:44]4)=[CH:35][C:34]=3[O:50][CH3:51])[C:31](=[O:32])[C:26]=2[CH:25]=1.C[C@H]1CCCN(CCCO)C1.C1(P(C2C=CC=CC=2)C2C=CC=CC=2)C=CC=CC=1.N(C(OC(C)C)=O)=NC(OC(C)C)=O, predict the reaction product. The product is: [Cl:23][C:24]1[N:54]=[CH:53][C:27]2[N:28]=[C:29]([CH3:52])[N:30]([C:33]3[CH:38]=[CH:37][C:36]([O:39][CH2:40][CH2:41][CH2:42][N:43]4[CH2:48][CH2:47][CH2:46][C@H:45]([CH3:49])[CH2:44]4)=[CH:35][C:34]=3[O:50][CH3:51])[C:31](=[O:32])[C:26]=2[CH:25]=1. (5) Given the reactants [Br:1][C:2]1[CH:3]=[C:4]([CH:9]=[C:10]([C:12](=[O:17])N(OC)C)[CH:11]=1)[C:5]([O:7][CH3:8])=[O:6].[CH3:18][Mg]Cl, predict the reaction product. The product is: [C:12]([C:10]1[CH:9]=[C:4]([CH:3]=[C:2]([Br:1])[CH:11]=1)[C:5]([O:7][CH3:8])=[O:6])(=[O:17])[CH3:18]. (6) Given the reactants O.C(N)CCCCCCCCCCC.C([O:17][Si:18]([O:25]CC)([O:22]CC)[O:19]CC)C.C(O[Nb:31](OCC)(OCC)(OCC)OCC)C, predict the reaction product. The product is: [Si:18]([O-:25])([O-:22])([O-:19])[O-:17].[Nb+5:31].[Si:18]([O-:25])([O-:22])([O-:19])[O-:17].[Si:18]([O-:25])([O-:22])([O-:19])[O-:17].[Si:18]([O-:25])([O-:22])([O-:19])[O-:17].[Si:18]([O-:25])([O-:22])([O-:19])[O-:17].[Nb+5:31].[Nb+5:31].[Nb+5:31].